This data is from Full USPTO retrosynthesis dataset with 1.9M reactions from patents (1976-2016). The task is: Predict the reactants needed to synthesize the given product. The reactants are: [ClH:1].[CH3:2][NH:3][CH2:4][CH2:5][CH2:6][CH2:7][CH2:8][CH2:9][CH2:10][CH2:11][CH2:12][CH2:13][CH2:14][CH2:15]CC.[C:18]([N:20]=[C:21]([NH2:23])[NH2:22])#[N:19].[CH2:24](O)[CH3:25]. Given the product [ClH:1].[CH2:4]([N:3]([CH3:2])[C:18](=[NH:19])[NH:20][C:21](=[NH:22])[NH2:23])[CH2:5][CH2:6][CH2:7][CH2:8][CH2:9][CH2:10][CH2:11][CH2:12][CH2:13][CH2:14][CH2:15][CH2:24][CH3:25], predict the reactants needed to synthesize it.